This data is from Reaction yield outcomes from USPTO patents with 853,638 reactions. The task is: Predict the reaction yield, written as a fraction of the theoretical maximum amount of product (1.0 means a 100% yield; for example, 0.34 means a 34% yield). (1) The reactants are Br[CH:2]([CH3:12])[C:3]([C:5]1[CH:10]=[CH:9][C:8]([CH3:11])=[CH:7][CH:6]=1)=O.[NH2:13][C:14]([NH2:16])=[S:15]. The catalyst is CCO. The product is [CH3:12][C:2]1[S:15][C:14]([NH2:16])=[N:13][C:3]=1[C:5]1[CH:10]=[CH:9][C:8]([CH3:11])=[CH:7][CH:6]=1. The yield is 0.990. (2) The reactants are [CH2:1]([O:3][C:4]([N:6]1[CH:11]2[CH2:12][CH2:13][CH:7]1[CH2:8][CH:9]([C:14]1[N:19]3[N:20]=[C:21]([C:24]4[CH:29]=[CH:28][N:27]=[CH:26][CH:25]=4)[C:22](I)=[C:18]3[N:17]=[CH:16][CH:15]=1)[CH2:10]2)=[O:5])[CH3:2].CC1(C)C(C)(C)OB([C:38]2[CH:46]=[C:45]3[C:41]([CH:42]=[CH:43][NH:44]3)=[CH:40][CH:39]=2)O1. No catalyst specified. The product is [NH:44]1[C:45]2[C:41](=[CH:40][CH:39]=[C:38]([C:22]3[C:21]([C:24]4[CH:29]=[CH:28][N:27]=[CH:26][CH:25]=4)=[N:20][N:19]4[C:14]([CH:9]5[CH2:8][CH:7]6[N:6]([C:4]([O:3][CH2:1][CH3:2])=[O:5])[CH:11]([CH2:12][CH2:13]6)[CH2:10]5)=[CH:15][CH:16]=[N:17][C:18]=34)[CH:46]=2)[CH:42]=[CH:43]1. The yield is 0.470. (3) The reactants are [Br:1][C:2]1[C:3]([CH3:20])=[C:4]([N:8]2[C:17](=[O:18])[C:16]3[C:11](=[CH:12][CH:13]=[CH:14][CH:15]=3)[NH:10][C:9]2=[O:19])[CH:5]=[CH:6][CH:7]=1.[C:21]([O-])([O-])=O.[Cs+].[Cs+].IC. The catalyst is CN(C=O)C. The product is [Br:1][C:2]1[C:3]([CH3:20])=[C:4]([N:8]2[C:17](=[O:18])[C:16]3[C:11](=[CH:12][CH:13]=[CH:14][CH:15]=3)[N:10]([CH3:21])[C:9]2=[O:19])[CH:5]=[CH:6][CH:7]=1. The yield is 0.920. (4) The reactants are Br[CH2:2][C:3]1[CH:10]=[CH:9][C:6]([C:7]#[N:8])=[CH:5][CH:4]=1.[CH:11]([NH:14][CH3:15])([CH3:13])[CH3:12].C(N(CC)CC)C.C1COCC1. The catalyst is O.CCOC(C)=O. The product is [CH3:15][N:14]([CH2:2][C:3]1[CH:10]=[CH:9][C:6]([C:7]#[N:8])=[CH:5][CH:4]=1)[CH:11]([CH3:13])[CH3:12]. The yield is 0.880.